This data is from Forward reaction prediction with 1.9M reactions from USPTO patents (1976-2016). The task is: Predict the product of the given reaction. Given the reactants [OH:1][C:2]1[NH:7][C:6](=[O:8])[N:5]([CH2:9][C:10]2[CH:15]=[CH:14][CH:13]=[CH:12][CH:11]=2)[C:4](=[O:16])[C:3]=1[C:17]([NH:19][CH2:20][C:21]([O:23]CC)=[O:22])=[O:18].[Cl:26][C:27]1[CH:28]=[C:29]([CH:32]=[CH:33][C:34]=1[Cl:35])[CH2:30]Br.C(=O)([O-])[O-].[Na+].[Na+].Cl, predict the reaction product. The product is: [Cl:26][C:27]1[CH:28]=[C:29]([CH2:30][N:7]2[C:2]([OH:1])=[C:3]([C:17]([NH:19][CH2:20][C:21]([OH:23])=[O:22])=[O:18])[C:4](=[O:16])[N:5]([CH2:9][C:10]3[CH:15]=[CH:14][CH:13]=[CH:12][CH:11]=3)[C:6]2=[O:8])[CH:32]=[CH:33][C:34]=1[Cl:35].